This data is from TCR-epitope binding with 47,182 pairs between 192 epitopes and 23,139 TCRs. The task is: Binary Classification. Given a T-cell receptor sequence (or CDR3 region) and an epitope sequence, predict whether binding occurs between them. (1) The epitope is CTELKLSDY. The TCR CDR3 sequence is CASSLGTGTEAFF. Result: 0 (the TCR does not bind to the epitope). (2) The epitope is LLWNGPMAV. The TCR CDR3 sequence is CASSIRSSSEQFF. Result: 0 (the TCR does not bind to the epitope). (3) The epitope is KRWIILGLNK. The TCR CDR3 sequence is CASGPGQGSHEQYF. Result: 1 (the TCR binds to the epitope). (4) The epitope is YFPLQSYGF. The TCR CDR3 sequence is CASSPTDREPIHEQYF. Result: 1 (the TCR binds to the epitope). (5) The epitope is VTIAEILLI. The TCR CDR3 sequence is CASSLVAVADNEQFF. Result: 0 (the TCR does not bind to the epitope). (6) The epitope is HTDFSSEIIGY. The TCR CDR3 sequence is CASSFARDSSWELFF. Result: 0 (the TCR does not bind to the epitope). (7) The epitope is RISNCVADY. The TCR CDR3 sequence is CASSARAQGEPYGYTF. Result: 0 (the TCR does not bind to the epitope). (8) The TCR CDR3 sequence is CSARGGTEIPYEQYF. The epitope is RLRAEAQVK. Result: 1 (the TCR binds to the epitope). (9) The epitope is AIMTRCLAV. The TCR CDR3 sequence is CASRTGLAGSDTQYF. Result: 0 (the TCR does not bind to the epitope).